This data is from Kir2.1 potassium channel HTS with 301,493 compounds. The task is: Binary Classification. Given a drug SMILES string, predict its activity (active/inactive) in a high-throughput screening assay against a specified biological target. The compound is Brc1ccc(C(=O)N2CCC(CC2)C(=O)N2CCN(CC2)Cc2ccccc2)cc1. The result is 0 (inactive).